From a dataset of Full USPTO retrosynthesis dataset with 1.9M reactions from patents (1976-2016). Predict the reactants needed to synthesize the given product. (1) The reactants are: [CH3:1][C:2]1[N:6]([C:7]2[CH:12]=[CH:11][C:10]([C:13]([F:16])([F:15])[F:14])=[CH:9][CH:8]=2)[N:5]=[CH:4][C:3]=1[C:17]([NH2:19])=[O:18].Br[C:21]1[CH:22]=[C:23]([CH3:37])[C:24]([C:27]2[CH2:36][CH2:35][C:30]3([O:34][CH2:33][CH2:32][O:31]3)[CH2:29][CH:28]=2)=[N:25][CH:26]=1.P([O-])([O-])([O-])=O.[Na+].[Na+].[Na+].C(O)(C)(C)C. Given the product [O:31]1[C:30]2([CH2:35][CH2:36][C:27]([C:24]3[N:25]=[CH:26][C:21]([NH:19][C:17]([C:3]4[CH:4]=[N:5][N:6]([C:7]5[CH:12]=[CH:11][C:10]([C:13]([F:16])([F:14])[F:15])=[CH:9][CH:8]=5)[C:2]=4[CH3:1])=[O:18])=[CH:22][C:23]=3[CH3:37])=[CH:28][CH2:29]2)[O:34][CH2:33][CH2:32]1, predict the reactants needed to synthesize it. (2) Given the product [Cl:32][C:27]1[CH:28]=[CH:29][CH:30]=[CH:31][C:26]=1[C:10]1[C:11]([C:13]2[N:17]=[CH:16][N:15]([CH2:18][O:19][CH2:20][CH2:21][Si:22]([CH3:25])([CH3:24])[CH3:23])[N:14]=2)=[CH:12][N:8]([C:6]2[CH:5]=[CH:4][N:3]=[C:2]([NH:36][C:33](=[O:35])[CH3:34])[CH:7]=2)[N:9]=1, predict the reactants needed to synthesize it. The reactants are: Cl[C:2]1[CH:7]=[C:6]([N:8]2[CH:12]=[C:11]([C:13]3[N:17]=[CH:16][N:15]([CH2:18][O:19][CH2:20][CH2:21][Si:22]([CH3:25])([CH3:24])[CH3:23])[N:14]=3)[C:10]([C:26]3[CH:31]=[CH:30][CH:29]=[CH:28][C:27]=3[Cl:32])=[N:9]2)[CH:5]=[CH:4][N:3]=1.[C:33]([NH2:36])(=[O:35])[CH3:34].CC1(C)C2C(=C(P(C3C=CC=CC=3)C3C=CC=CC=3)C=CC=2)OC2C(P(C3C=CC=CC=3)C3C=CC=CC=3)=CC=CC1=2.C(=O)([O-])[O-].[Cs+].[Cs+]. (3) Given the product [CH:13]1[C:18]([C:8]([OH:10])=[O:9])=[CH:17][C:16]2[C:22]([O:24][C:25]3([C:35]4[CH:36]=[CH:37][C:38]([OH:40])=[CH:39][C:34]=4[O:33][C:27]4[CH:28]=[C:29]([OH:32])[CH:30]=[CH:31][C:26]3=4)[C:15]=2[CH:14]=1)=[O:23], predict the reactants needed to synthesize it. The reactants are: N[C@H]([C:8]([OH:10])=[O:9])CCCCN.NN.[CH:13]1[C:18](N=C=S)=[CH:17][C:16]2[C:22]([O:24][C:25]3([C:35]4[CH:36]=[CH:37][C:38]([OH:40])=[CH:39][C:34]=4[O:33][C:27]4[CH:28]=[C:29]([OH:32])[CH:30]=[CH:31][C:26]3=4)[C:15]=2[CH:14]=1)=[O:23].C(N(C(C)C)CC)(C)C.C1C=CC(C(O)=O)=C(C2C3C=CC(O)=CC=3OC3C=2C=CC(C=3)=O)C=1. (4) Given the product [CH:56]([O:55][C:52]1[CH:51]=[CH:50][C:49]([N:40]2[C:41]3[C:46](=[CH:45][C:44]([O:48][C:16]4[CH:15]=[N:14][C:18]5[C:19]([CH:17]=4)=[CH:20][CH:21]=[CH:22][CH:23]=5)=[CH:43][CH:42]=3)[CH:47]=[C:39]2[C:37]([OH:36])=[O:38])=[CH:54][CH:53]=1)([CH3:57])[CH3:58], predict the reactants needed to synthesize it. The reactants are: C(OC1C=C(C=CC=1)OC1C=C2[C:15](=[CH:16][CH:17]=1)[N:14]([C:18]1[CH:23]=[CH:22][C:21](OC(C)C)=[CH:20][CH:19]=1)C(C(O)=O)=C2)(C)C.C([O:36][C:37]([C:39]1[N:40]([C:49]2[CH:54]=[CH:53][C:52]([O:55][CH:56]([CH3:58])[CH3:57])=[CH:51][CH:50]=2)[C:41]2[C:46]([CH:47]=1)=[CH:45][C:44]([OH:48])=[CH:43][CH:42]=2)=[O:38])C.N1C2C(=CC=CC=2)C=C(B(O)O)C=1. (5) Given the product [ClH:10].[C:2]([C:1]1[CH:7]=[C:8]([NH2:9])[N:19]([C:16]2[CH:17]=[CH:18][C:13]([O:12][CH3:11])=[C:14]([CH3:21])[CH:15]=2)[N:20]=1)([CH3:5])([CH3:4])[CH3:3], predict the reactants needed to synthesize it. The reactants are: [C:1]([CH2:7][C:8]#[N:9])(=O)[C:2]([CH3:5])([CH3:4])[CH3:3].[ClH:10].[CH3:11][O:12][C:13]1[CH:18]=[CH:17][C:16]([NH:19][NH2:20])=[CH:15][C:14]=1[CH3:21]. (6) Given the product [CH3:29][N:28]1[CH:23]2[CH2:24][CH2:25][CH:26]1[CH2:27][CH:21]([NH:20][C:17]([C:15]1[CH:16]=[C:2]([Cl:1])[CH:3]=[C:4]3[O:8][C:7]([C:9]4[CH:10]=[CH:11][CH:12]=[CH:13][CH:14]=4)=[N:6][C:5]=13)=[O:19])[CH2:22]2, predict the reactants needed to synthesize it. The reactants are: [Cl:1][C:2]1[CH:3]=[C:4]2[O:8][C:7]([C:9]3[CH:14]=[CH:13][CH:12]=[CH:11][CH:10]=3)=[N:6][C:5]2=[C:15]([C:17]([OH:19])=O)[CH:16]=1.[NH2:20][CH:21]1[CH2:27][CH:26]2[N:28]([CH3:29])[CH:23]([CH2:24][CH2:25]2)[CH2:22]1. (7) Given the product [CH3:1][C:2]1[NH:3][C:4]2[CH2:5][C:6]([CH3:13])([CH3:12])[CH2:7][C:8](=[O:11])[C:9]=2[C:10]=1[S:20][C:14]1[CH:19]=[CH:18][CH:17]=[CH:16][CH:15]=1, predict the reactants needed to synthesize it. The reactants are: [CH3:1][C:2]1[NH:3][C:4]2[CH2:5][C:6]([CH3:13])([CH3:12])[CH2:7][C:8](=[O:11])[C:9]=2[CH:10]=1.[C:14]1([SH:20])[CH:19]=[CH:18][CH:17]=[CH:16][CH:15]=1.II. (8) Given the product [NH2:27][C:28]1[C:33]([C:34]#[N:35])=[C:32]([NH:20][CH:18]([C:10]2[CH:11]=[C:12]3[N:17]([C:9]=2[C:8]#[C:7][CH2:6][O:5][Si:4]([CH:21]([CH3:23])[CH3:22])([CH:2]([CH3:1])[CH3:3])[CH:24]([CH3:26])[CH3:25])[CH:16]=[CH:15][CH:14]=[CH:13]3)[CH3:19])[N:31]=[CH:30][N:29]=1, predict the reactants needed to synthesize it. The reactants are: [CH3:1][CH:2]([Si:4]([CH:24]([CH3:26])[CH3:25])([CH:21]([CH3:23])[CH3:22])[O:5][CH2:6][C:7]#[C:8][C:9]1[N:17]2[C:12]([CH:13]=[CH:14][CH:15]=[CH:16]2)=[CH:11][C:10]=1[CH:18]([NH2:20])[CH3:19])[CH3:3].[NH2:27][C:28]1[C:33]([C:34]#[N:35])=[C:32](Cl)[N:31]=[CH:30][N:29]=1. (9) The reactants are: Br[CH:2]([C:4]1[N:13]([C:14]2[CH:19]=[CH:18][CH:17]=[CH:16][C:15]=2[O:20][CH2:21][CH3:22])[C:12](=[O:23])[C:11]2[C:6](=[CH:7][CH:8]=[CH:9][CH:10]=2)[N:5]=1)[CH3:3].[NH:24]1[CH2:29][CH2:28][NH:27][CH2:26][CH2:25]1. Given the product [CH2:21]([O:20][C:15]1[CH:16]=[CH:17][CH:18]=[CH:19][C:14]=1[N:13]1[C:12](=[O:23])[C:11]2[C:6](=[CH:7][CH:8]=[CH:9][CH:10]=2)[N:5]=[C:4]1[CH:2]([N:24]1[CH2:29][CH2:28][NH:27][CH2:26][CH2:25]1)[CH3:3])[CH3:22], predict the reactants needed to synthesize it. (10) Given the product [Cl:1][C:2]1[CH:3]=[C:4]([C:8]2[C:17]3[C:12](=[CH:13][CH:14]=[C:15]([C:18]([C:20]4[CH:24]=[CH:23][O:22][CH:21]=4)=[O:19])[CH:16]=3)[NH:11][C:10](=[O:25])[CH:9]=2)[CH:5]=[CH:6][CH:7]=1, predict the reactants needed to synthesize it. The reactants are: [Cl:1][C:2]1[CH:3]=[C:4]([C:8]2[C:17]3[C:12](=[CH:13][CH:14]=[C:15]([C:18]([C:20]4[CH:24]=[CH:23][O:22][CH:21]=4)=[O:19])[CH:16]=3)[N:11]=[C:10]([O:25]C)[CH:9]=2)[CH:5]=[CH:6][CH:7]=1.Cl.[NH4+].[OH-].